From a dataset of Full USPTO retrosynthesis dataset with 1.9M reactions from patents (1976-2016). Predict the reactants needed to synthesize the given product. (1) Given the product [C:1]([S:5]([NH:7][C@H:8]([C:20]1[CH:25]=[CH:24][C:23]([O:26][CH2:27][C:28]([F:30])([F:29])[F:31])=[CH:22][N:21]=1)[C:9]1[N:10]=[N:11][N:12]([C:14]([CH3:19])([CH3:18])[C:15]([O:17][CH3:33])=[O:16])[CH:13]=1)=[O:6])([CH3:2])([CH3:3])[CH3:4], predict the reactants needed to synthesize it. The reactants are: [C:1]([S:5]([NH:7][C@H:8]([C:20]1[CH:25]=[CH:24][C:23]([O:26][CH2:27][C:28]([F:31])([F:30])[F:29])=[CH:22][N:21]=1)[C:9]1[N:10]=[N:11][N:12]([C:14]([CH3:19])([CH3:18])[C:15]([OH:17])=[O:16])[CH:13]=1)=[O:6])([CH3:4])([CH3:3])[CH3:2].[Si](C=[N+]=[N-])(C)(C)[CH3:33]. (2) Given the product [C:19]([C:13]1[C:12]([O:22][CH2:23][CH3:24])=[C:11]([CH:8]2[CH2:9][O:25][C:6](=[O:5])[NH:7]2)[C:16]([F:17])=[C:15]([Cl:18])[CH:14]=1)(=[O:21])[CH3:20], predict the reactants needed to synthesize it. The reactants are: C([O:5][C:6](=[O:25])[NH:7][CH:8]([C:11]1[C:16]([F:17])=[C:15]([Cl:18])[CH:14]=[C:13]([C:19](=[O:21])[CH3:20])[C:12]=1[O:22][CH2:23][CH3:24])[CH2:9]O)(C)(C)C.C(Cl)(Cl)=O. (3) Given the product [CH2:16]([C:8]1[S:7][C:6]([C:9]([OH:11])=[O:10])=[C:5]2[CH2:12][CH2:13][C:2]([CH3:14])([CH3:1])[CH2:3][C:4]=12)[CH3:17], predict the reactants needed to synthesize it. The reactants are: [CH3:1][C:2]1([CH3:14])[CH2:13][CH2:12][C:5]2=[C:6]([C:9]([OH:11])=[O:10])[S:7][CH:8]=[C:4]2[CH2:3]1.[Li][CH2:16][CH2:17]CC.C(I)C.C(O)(=O)CC(CC(O)=O)(C(O)=O)O. (4) Given the product [CH2:12]([O:14][CH:15]([O:18][CH2:19][CH3:20])[CH2:16][NH:17][CH2:10][C:8]1[CH:7]=[CH:6][CH:5]=[C:4]2[C:9]=1[NH:1][N:2]=[CH:3]2)[CH3:13], predict the reactants needed to synthesize it. The reactants are: [NH:1]1[C:9]2[C:4](=[CH:5][CH:6]=[CH:7][C:8]=2[CH:10]=O)[CH:3]=[N:2]1.[CH2:12]([O:14][CH:15]([O:18][CH2:19][CH3:20])[CH2:16][NH2:17])[CH3:13].C(O)(=O)C.C([BH3-])#N.[Na+]. (5) The reactants are: [NH2:1][CH2:2][C:3]1[CH:8]=[CH:7][C:6]([NH:9][C:10]([C:12]2[C:13]([C:18]3[CH:23]=[CH:22][C:21]([C:24]([F:27])([F:26])[F:25])=[CH:20][CH:19]=3)=[CH:14][CH:15]=[CH:16][CH:17]=2)=[O:11])=[CH:5][CH:4]=1.C(N(CC)CC)C.Cl.[C:36](Cl)(=[O:43])[C:37]1[CH:42]=[CH:41][CH:40]=[N:39][CH:38]=1.O. Given the product [F:27][C:24]([F:25])([F:26])[C:21]1[CH:22]=[CH:23][C:18]([C:13]2[CH:14]=[CH:15][CH:16]=[CH:17][C:12]=2[C:10]([NH:9][C:6]2[CH:5]=[CH:4][C:3]([CH2:2][NH:1][C:36](=[O:43])[C:37]3[CH:42]=[CH:41][CH:40]=[N:39][CH:38]=3)=[CH:8][CH:7]=2)=[O:11])=[CH:19][CH:20]=1, predict the reactants needed to synthesize it. (6) The reactants are: [CH2:1]([O:8][C:9]1[CH:17]=[CH:16][C:12]([C:13]([OH:15])=O)=[CH:11][CH:10]=1)[C:2]1[CH:7]=[CH:6][CH:5]=[CH:4][CH:3]=1.Cl.[CH3:19][O:20][C:21](=[O:25])[CH2:22][CH2:23][NH2:24].C(N(CC)CC)C.CCN=C=NCCCN(C)C. Given the product [CH3:19][O:20][C:21](=[O:25])[CH2:22][CH2:23][NH:24][C:13](=[O:15])[C:12]1[CH:11]=[CH:10][C:9]([O:8][CH2:1][C:2]2[CH:3]=[CH:4][CH:5]=[CH:6][CH:7]=2)=[CH:17][CH:16]=1, predict the reactants needed to synthesize it.